This data is from CYP3A4 inhibition data for predicting drug metabolism from PubChem BioAssay. The task is: Regression/Classification. Given a drug SMILES string, predict its absorption, distribution, metabolism, or excretion properties. Task type varies by dataset: regression for continuous measurements (e.g., permeability, clearance, half-life) or binary classification for categorical outcomes (e.g., BBB penetration, CYP inhibition). Dataset: cyp3a4_veith. (1) The drug is CCN(CC)C(=O)C1CC(=O)N(c2ccc(OC)cc2)C1c1ccc(OC)cc1. The result is 0 (non-inhibitor). (2) The compound is N[C@H](C(=O)O)C1[C@H](C(=O)O)[C@H]1C(=O)O. The result is 0 (non-inhibitor). (3) The drug is CCCCCCCCCCCCC/C=C\[C@@H](O)[C@H](CO)NC(C)=O. The result is 0 (non-inhibitor).